This data is from Forward reaction prediction with 1.9M reactions from USPTO patents (1976-2016). The task is: Predict the product of the given reaction. (1) Given the reactants [OH-].[Li+].[C:3]([NH:7][S:8]([C:11]1[CH:16]=[CH:15][CH:14]=[CH:13][C:12]=1[C:17]1[CH:22]=[CH:21][C:20]([NH:23][C:24](=[O:29])[C:25]([O:27]C)=[O:26])=[CH:19][CH:18]=1)(=[O:10])=[O:9])([CH3:6])([CH3:5])[CH3:4].Cl, predict the reaction product. The product is: [C:3]([NH:7][S:8]([C:11]1[CH:16]=[CH:15][CH:14]=[CH:13][C:12]=1[C:17]1[CH:18]=[CH:19][C:20]([NH:23][C:24](=[O:29])[C:25]([OH:27])=[O:26])=[CH:21][CH:22]=1)(=[O:10])=[O:9])([CH3:6])([CH3:4])[CH3:5]. (2) Given the reactants [F:1][C:2]1[CH:3]=[C:4]([C:12]2[CH:17]=[CH:16][N:15]=[C:14]3[N:18](S(C4C=CC(C)=CC=4)(=O)=O)[C:19]([C:21]4[CH2:26][CH2:25][N:24]([C:27]([O:29][C:30]([CH3:33])([CH3:32])[CH3:31])=[O:28])[CH2:23][CH:22]=4)=[CH:20][C:13]=23)[CH:5]=[CH:6][C:7]=1[C:8](=[O:11])[NH:9][CH3:10].[OH-].[Na+], predict the reaction product. The product is: [F:1][C:2]1[CH:3]=[C:4]([C:12]2[CH:17]=[CH:16][N:15]=[C:14]3[NH:18][C:19]([C:21]4[CH2:26][CH2:25][N:24]([C:27]([O:29][C:30]([CH3:33])([CH3:32])[CH3:31])=[O:28])[CH2:23][CH:22]=4)=[CH:20][C:13]=23)[CH:5]=[CH:6][C:7]=1[C:8](=[O:11])[NH:9][CH3:10]. (3) Given the reactants Cl.Cl.Cl.[CH2:4]1[C:13]2[C:8](=[CH:9][CH:10]=[N:11][CH:12]=2)[CH2:7][CH2:6][N:5]1[C:14]1[CH:20]=[CH:19][C:17]([NH2:18])=[CH:16][C:15]=1[CH3:21].C(N(CC)C(C)C)(C)C.[C:31]1([CH3:40])[CH:36]=[CH:35][CH:34]=[C:33]([N:37]=[C:38]=[O:39])[CH:32]=1, predict the reaction product. The product is: [CH2:4]1[C:13]2[C:8](=[CH:9][CH:10]=[N:11][CH:12]=2)[CH2:7][CH2:6][N:5]1[C:14]1[CH:20]=[CH:19][C:17]([NH:18][C:38]([NH:37][C:33]2[CH:34]=[CH:35][CH:36]=[C:31]([CH3:40])[CH:32]=2)=[O:39])=[CH:16][C:15]=1[CH3:21].